From a dataset of Reaction yield outcomes from USPTO patents with 853,638 reactions. Predict the reaction yield, written as a fraction of the theoretical maximum amount of product (1.0 means a 100% yield; for example, 0.34 means a 34% yield). (1) The reactants are N[C:2]1[CH:3]=[C:4]([CH:7]=[C:8]([Br:10])[CH:9]=1)[C:5]#[N:6].[BH3-][C:12]#[N:13].[Na+].[CH3:15]COC(C)=O.C([O-])(O)=O.[Na+]. The catalyst is CC#N.C=O.O.C(O)(=O)C. The product is [Br:10][C:8]1[CH:7]=[C:4]([CH:3]=[C:2]([N:13]([CH3:12])[CH3:15])[CH:9]=1)[C:5]#[N:6]. The yield is 0.280. (2) The reactants are [CH:1]([O:4][CH2:5][C:6]#[N:7])([CH3:3])[CH3:2].[CH3:8][C:9]1[CH:14]=[C:13]([CH3:15])[CH:12]=[CH:11][C:10]=1[Mg]Br.CO.[BH4-].[Na+]. The catalyst is C1COCC1.O. The product is [CH3:8][C:9]1[CH:14]=[C:13]([CH3:15])[CH:12]=[CH:11][C:10]=1[CH:6]([NH2:7])[CH2:5][O:4][CH:1]([CH3:3])[CH3:2]. The yield is 0.260. (3) The reactants are [NH2:1][C:2]1[C:3]([Cl:12])=[C:4]([C:8]([Cl:11])=[CH:9][CH:10]=1)[C:5]([OH:7])=[O:6].C(N(CC)CC)C.[CH2:20]([S:23](Cl)(=[O:25])=[O:24])[CH2:21][CH3:22]. The catalyst is ClCCl. The product is [Cl:12][C:3]1[C:2]([NH:1][S:23]([CH2:20][CH2:21][CH3:22])(=[O:25])=[O:24])=[CH:10][CH:9]=[C:8]([Cl:11])[C:4]=1[C:5]([OH:7])=[O:6]. The yield is 0.744. (4) The reactants are [C:1]([NH:4][C:5]([NH2:7])=[NH:6])(=[O:3])[CH3:2].Br[CH2:9][C:10]([C:12]1[CH:17]=[CH:16][C:15]([O:18][CH:19]([F:21])[F:20])=[CH:14][CH:13]=1)=O. The catalyst is CN(C=O)C. The product is [F:20][CH:19]([F:21])[O:18][C:15]1[CH:16]=[CH:17][C:12]([C:10]2[N:6]=[C:5]([NH:4][C:1](=[O:3])[CH3:2])[NH:7][CH:9]=2)=[CH:13][CH:14]=1. The yield is 0.530. (5) The reactants are [H-].[Na+].[NH2:3][C:4]1[N:8]([C:9]2[CH:10]=[C:11]([CH:18]=[CH:19][C:20]=2[CH3:21])[C:12]([NH:14][CH:15]2[CH2:17][CH2:16]2)=[O:13])[N:7]=[CH:6][C:5]=1[C:22](=[O:31])[C:23]1[CH:28]=[CH:27][CH:26]=[C:25](CO)[CH:24]=1.C(O[C:35](=O)[C:36]1[CH:41]=CC=C(OCCN2CCOCC2)[CH:37]=1)C.FC(F)(F)[C:54]([OH:56])=[O:55].C1(NC(=O)[C:64]2[CH:69]=[CH:68][C:67](C)=[C:66]([NH:71]N)C=2)CC1.[O:74]1CCOCC1. No catalyst specified. The product is [C:36]([O:56][C:54]([N:71]1[CH2:66][CH2:67][CH:68]([O:74][C:6]2[C:5]([C:22](=[O:31])[C:23]3[CH:28]=[CH:27][CH:26]=[CH:25][CH:24]=3)=[C:4]([NH2:3])[N:8]([C:9]3[CH:10]=[C:11]([C:12](=[O:13])[NH:14][CH:15]4[CH2:16][CH2:17]4)[CH:18]=[CH:19][C:20]=3[CH3:21])[N:7]=2)[CH2:69][CH2:64]1)=[O:55])([CH3:41])([CH3:37])[CH3:35]. The yield is 0.160. (6) The reactants are [Br:1][C:2]1[CH:7]=[C:6]([N+:8]([O-])=O)[CH:5]=[CH:4][C:3]=1[CH3:11].O.C(O)C.N. The catalyst is [Fe].C(O)(=O)C. The product is [Br:1][C:2]1[CH:7]=[C:6]([CH:5]=[CH:4][C:3]=1[CH3:11])[NH2:8]. The yield is 0.710. (7) The product is [CH2:1]([O:3][C:4]([C:6]1([NH:15][C:16](=[O:25])[C:17]2[CH:22]=[CH:21][CH:20]=[C:19]([CH:26]=[C:27]([CH3:32])[CH3:28])[C:18]=2[CH3:24])[CH2:14][C:13]2[C:8](=[CH:9][CH:10]=[CH:11][CH:12]=2)[CH2:7]1)=[O:5])[CH3:2]. The reactants are [CH2:1]([O:3][C:4]([C:6]1([NH:15][C:16](=[O:25])[C:17]2[CH:22]=[CH:21][CH:20]=[C:19](Br)[C:18]=2[CH3:24])[CH2:14][C:13]2[C:8](=[CH:9][CH:10]=[CH:11][CH:12]=2)[CH2:7]1)=[O:5])[CH3:2].[CH3:26][C:27]([CH3:32])=[CH:28]B(O)O. The yield is 0.920. The catalyst is CN(C=O)C.C([O-])(O)=O.[Na+].